Dataset: NCI-60 drug combinations with 297,098 pairs across 59 cell lines. Task: Regression. Given two drug SMILES strings and cell line genomic features, predict the synergy score measuring deviation from expected non-interaction effect. (1) Drug 1: C1=NC2=C(N1)C(=S)N=C(N2)N. Drug 2: CCC(=C(C1=CC=CC=C1)C2=CC=C(C=C2)OCCN(C)C)C3=CC=CC=C3.C(C(=O)O)C(CC(=O)O)(C(=O)O)O. Cell line: HCC-2998. Synergy scores: CSS=30.7, Synergy_ZIP=-1.63, Synergy_Bliss=-0.0764, Synergy_Loewe=-19.2, Synergy_HSA=-1.66. (2) Drug 1: CC1C(C(=O)NC(C(=O)N2CCCC2C(=O)N(CC(=O)N(C(C(=O)O1)C(C)C)C)C)C(C)C)NC(=O)C3=C4C(=C(C=C3)C)OC5=C(C(=O)C(=C(C5=N4)C(=O)NC6C(OC(=O)C(N(C(=O)CN(C(=O)C7CCCN7C(=O)C(NC6=O)C(C)C)C)C)C(C)C)C)N)C. Drug 2: CN1C2=C(C=C(C=C2)N(CCCl)CCCl)N=C1CCCC(=O)O.Cl. Cell line: PC-3. Synergy scores: CSS=-0.285, Synergy_ZIP=1.94, Synergy_Bliss=5.51, Synergy_Loewe=2.30, Synergy_HSA=2.27.